From a dataset of Experimentally validated miRNA-target interactions with 360,000+ pairs, plus equal number of negative samples. Binary Classification. Given a miRNA mature sequence and a target amino acid sequence, predict their likelihood of interaction. (1) The miRNA is hsa-miR-3912-3p with sequence UAACGCAUAAUAUGGACAUGU. The protein sequence of the target gene is MNTSPGTVGSDPVILATAGYDHTVRFWQAHSGICTRTVQHQDSQVNALEVTPDRSMIAAAGYQHIRMYDLNSNNPNPIISYDGVNKNIASVGFHEDGRWMYTGGEDCTARIWDLRSRNLQCQRIFQVNAPINCVCLHPNQAELIVGDQSGAIHIWDLKTDHNEQLIPEPEVSITSAHIDPDASYMAAVNSTGNCYVWNLTGGIGDEVTQLIPKTKIPAHTRYALQCRFSPDSTLLATCSADQTCKIWRTSNFSLMTELSIKSGNPGESSRGWMWGCAFSGDSQYIVTASSDNLARLWCVE.... Result: 0 (no interaction). (2) The miRNA is hsa-miR-4669 with sequence UGUGUCCGGGAAGUGGAGGAGG. The protein sequence of the target gene is MTLPVSDPAAWATAMNNLGMAPLGIAGQPILPDFDPALGMMTGIPPITPMMPGLGIVPPPIPPDMPVAKEIIHCKSCTLFPPNPNLPPPATRERPPGCKTVFVGGLPENGTEQIIVEVFEQCGEIIAIRKSKKNFCHIRFAEEYMVDKALYLSGYRIRLGSSTDKKDTGRLHVDFAQARDDLYEWECKQRMLAREERHRRRMEEERMRPPSPPPVVHYSDHECSIVAEKLKDDSKFSEAVQTLLTWIERGEVNRRSANHFYSMIQSANSHVRRLVNEKATHEKEMEEAKEKFKQALSGIL.... Result: 0 (no interaction). (3) The miRNA is hsa-miR-6862-3p with sequence CCUCACCCAGCUCUCUGGCCCUCU. The protein sequence of the target gene is MADSKAKPTKAANKTPPKSPGDPAKAAKRLSLESEGANEGAAAAPELSALEEAFRRFAVHGDTRATGKEMHGKNWSKLCKDCHVIDGKNVTVTDVDIVFSKIKGKSCRTITFEQFQEALEELAKKRFKDKSSEEAVREVHRLIEGRAPVISGVTKAVSSPTVSRLTDTSKFTGSHKERFDQSGKGKGKAGRVDLVDESGYVPGYKHAGTYDQKVQGGK. Result: 0 (no interaction). (4) The miRNA is hsa-miR-216b-3p with sequence ACACACUUACCCGUAGAGAUUCUA. The protein sequence of the target gene is MLTRLVLSAHLSSTTSPPWTHAAISWELDNVLMPSPRIWPQVTPTGRSASVRSEGNTSSLWNFSAGQDVHAIVTRTCESVLSSAVYTHGCGCVRSATNITCQSSGQQRQAARQEEENSICKAHDSREGRLGYPLSAHQPGSGGPN. Result: 1 (interaction). (5) The miRNA is hsa-miR-200b-3p with sequence UAAUACUGCCUGGUAAUGAUGA. The protein sequence of the target gene is MATIPDWKLQLLARRRQEEASVRGREKAERERLSQMPAWKRGLLERRRAKLGLSPGEPSPVLGTVEAGPPDPDESAVLLEAIGPVHQNRFIRQERQQQQQQQQRSEELLAERKPGPLEARERRPSPGEMRDQSPKGRESREERLSPRETRERRLGIGGAQELSLRPLEARDWRQSPGEVGDRSSRLSEAWKWRLSPGETPERSLRLAESREQSPRRKEVESRLSPGESAYQKLGLTEAHKWRPDSRESQEQSLVQLEATEWRLRSGEERQDYSEECGRKEEWPVPGVAPKETAELSETLT.... Result: 1 (interaction). (6) The miRNA is hsa-miR-4713-3p with sequence UGGGAUCCAGACAGUGGGAGAA. The protein sequence of the target gene is MEAENAGSYSLQQAQAFYTFPFQQLMAEAPNMAVVNEQQMPEEVPAPAPAQEPVQEAPKGRKRKPRTTEPKQPVEPKKPVESKKSGKSAKSKEKQEKITDTFKVKRKVDRFNGVSEAELLTKTLPDILTFNLDIVIIGINPGLMAAYKGHHYPGPGNHFWKCLFMSGLSEVQLNHMDDHTLPGKYGIGFTNMVERTTPGSKDLSSKEFREGGRILVQKLQKYQPRIAVFNGKCIYEIFSKEVFGVKVKNLEFGLQPHKIPDTETLCYVMPSSSARCAQFPRAQDKVHYYIKLKDLRDQLK.... Result: 0 (no interaction). (7) The miRNA is hsa-miR-5584-5p with sequence CAGGGAAAUGGGAAGAACUAGA. The protein sequence of the target gene is MSVSVHENRKSRASSGSINIYLFHKSSYADSVLTHLNLLRQQRLFTDVLLHAGNRTFPCHRAVLAACSRYFEAMFSGGLKESQDSEVNFDNSIHPEVLELLLDYAYSSRVIINEENAESLLEAGDMLEFQDIRDACAEFLEKNLHPTNCLGMLLLSDAHQCTKLYELSWRMCLSNFQTIRKNEDFLQLPQDMVVQLLSSEELETEDERLVYESAINWISYDLKKRYCYLPELLQTVRLALLPAIYLMENVAMEELITKQRKSKEIVEEAIRCKLKILQNDGVVTSLCARPRKTGHALFLL.... Result: 1 (interaction). (8) The miRNA is mmu-miR-3475-3p with sequence UCUGGAGGCACAUGGUUUGAA. The protein sequence of the target gene is MAVQPKDTLQLDSAAEVGFVRFFQGMPEKPTTTVRLFDRGDFYTAHREDALLAAREVFKTQGVVKYMGPAGAKTLESVVLSKMNFESFVKDLLLVRQYRVEVYKNRAGNKASKENDWYLAFKASPGNLSQFEDILFGNNDMSASIGVVGVKMSTVDGQRQVGVGYVDSTQRKLGLCEFPDNDQFSNLEALLIQIGPKECVMPGGETAGDMGKLRQVIQRGGILITERKRADFSTKDIYQDLNRLLKGKKGEQVNSAVLPEMENQVAVSSLSAVIKFLELLSDDSNFGQFELTTFDFSQYM.... Result: 0 (no interaction). (9) The miRNA is hsa-miR-197-5p with sequence CGGGUAGAGAGGGCAGUGGGAGG. The protein sequence of the target gene is MALASAAPGSIFCKQLLFSLLVLTLLCDACQKVYLRVPSHLQAETLVGKVNLEECLKSASLIRSSDPAFRILEDGSIYTTHDLILSSERKSFSIFLSDGQRREQQEIKVVLSARENKSPKKRHTKDTALKRSKRRWAPIPASLMENSLGPFPQHVQQIQSDAAQNYTIFYSISGPGVDKEPFNLFYIEKDTGDIFCTRSIDREKYEQFALYGYATTADGYAPEYPLPLIIKIEDDNDNAPYFEHRVTIFTVPENCRSGTSVGKVTATDLDEPDTLHTRLKYKILQQIPDHPKHFSIHPDT.... Result: 0 (no interaction). (10) The miRNA is ssc-miR-143-3p with sequence UGAGAUGAAGCACUGUAGCUC. The protein sequence of the target gene is MASSSDSEDDSFMAVDQEETVLEGTMDQDEEPHPVLEAEETRHNRSMSELPEEVLEYILSFLSPYQEHKTAALVCKQWYRLIKGVAHQCYHGFMKAVQEGNIQWESRTYPYPGTPITQRFSHSACYYDANQSMYVFGGCTQSSCNAAFNDLWRLDLNSKEWIRPLASGSYPSPKAGATLVVYKDLLVLFGGWTRPSPYPLHQPERFFDEIHTYSPSKNWWNCIVTTHGPPPMAGHSSCVIDDKMIVFGGSLGSRQMSNDVWVLDLEQWAWSKPNISGPSPHPRGGQSQIVIDDATILILG.... Result: 0 (no interaction).